From a dataset of CYP2D6 inhibition data for predicting drug metabolism from PubChem BioAssay. Regression/Classification. Given a drug SMILES string, predict its absorption, distribution, metabolism, or excretion properties. Task type varies by dataset: regression for continuous measurements (e.g., permeability, clearance, half-life) or binary classification for categorical outcomes (e.g., BBB penetration, CYP inhibition). Dataset: cyp2d6_veith. (1) The compound is C(=N\Nc1ccccn1)\c1cccnc1. The result is 0 (non-inhibitor). (2) The molecule is O=c1ccnc(SCc2ccc(Cl)cc2)[nH]1. The result is 0 (non-inhibitor).